Regression. Given two drug SMILES strings and cell line genomic features, predict the synergy score measuring deviation from expected non-interaction effect. From a dataset of Merck oncology drug combination screen with 23,052 pairs across 39 cell lines. (1) Drug 1: CC1CC2C3CCC4=CC(=O)C=CC4(C)C3(F)C(O)CC2(C)C1(O)C(=O)CO. Drug 2: CNC(=O)c1cc(Oc2ccc(NC(=O)Nc3ccc(Cl)c(C(F)(F)F)c3)cc2)ccn1. Cell line: A2780. Synergy scores: synergy=-0.570. (2) Drug 1: Nc1ccn(C2OC(CO)C(O)C2(F)F)c(=O)n1. Drug 2: Cn1c(=O)n(-c2ccc(C(C)(C)C#N)cc2)c2c3cc(-c4cnc5ccccc5c4)ccc3ncc21. Cell line: NCIH23. Synergy scores: synergy=-12.8. (3) Drug 1: O=C(O)C1(Cc2cccc(Nc3nccs3)n2)CCC(Oc2cccc(Cl)c2F)CC1. Drug 2: O=C(NOCC(O)CO)c1ccc(F)c(F)c1Nc1ccc(I)cc1F. Cell line: A427. Synergy scores: synergy=14.8. (4) Drug 1: O=c1[nH]cc(F)c(=O)[nH]1. Drug 2: Cc1nc(Nc2ncc(C(=O)Nc3c(C)cccc3Cl)s2)cc(N2CCN(CCO)CC2)n1. Cell line: HT144. Synergy scores: synergy=-23.0. (5) Drug 1: CN1C(=O)C=CC2(C)C3CCC4(C)C(NC(=O)OCC(F)(F)F)CCC4C3CCC12. Drug 2: O=S1(=O)NC2(CN1CC(F)(F)F)C1CCC2Cc2cc(C=CCN3CCC(C(F)(F)F)CC3)ccc2C1. Cell line: UACC62. Synergy scores: synergy=-4.36. (6) Drug 1: Nc1ccn(C2OC(CO)C(O)C2(F)F)c(=O)n1. Drug 2: CCc1cnn2c(NCc3ccc[n+]([O-])c3)cc(N3CCCCC3CCO)nc12. Cell line: LOVO. Synergy scores: synergy=-8.39.